From a dataset of Reaction yield outcomes from USPTO patents with 853,638 reactions. Predict the reaction yield, written as a fraction of the theoretical maximum amount of product (1.0 means a 100% yield; for example, 0.34 means a 34% yield). (1) The reactants are C([O:20][CH2:21][C@H:22]1[O:26][C@@H:25]([N:27]2[CH:31]=[C:30]([C:32]#[C:33][CH3:34])[CH:29]=[C:28]2[CH:35]=[O:36])[CH2:24][CH2:23]1)(C1C=CC=CC=1)(C1C=CC=CC=1)C1C=CC=CC=1. The catalyst is C(O)(=O)C. The product is [C@@H:25]1([N:27]2[CH:31]=[C:30]([C:32]#[C:33][CH3:34])[CH:29]=[C:28]2[CH:35]=[O:36])[O:26][C@H:22]([CH2:21][OH:20])[CH2:23][CH2:24]1. The yield is 0.780. (2) The reactants are C(OC(=O)[NH:7][C:8]1[CH:12]=[C:11]([C:13]2[CH:18]=[CH:17][C:16]([CH3:19])=[CH:15][CH:14]=2)[N:10]([C:20]2[CH:25]=[C:24](C#N)[CH:23]=[CH:22][N:21]=2)[N:9]=1)(C)(C)C.[C:29]([OH:35])(C(F)(F)F)=[O:30]. No catalyst specified. The product is [NH2:7][C:8]1[CH:12]=[C:11]([C:13]2[CH:14]=[CH:15][C:16]([CH3:19])=[CH:17][CH:18]=2)[N:10]([C:20]2[CH:25]=[C:24]([C:29]([OH:35])=[O:30])[CH:23]=[CH:22][N:21]=2)[N:9]=1. The yield is 0.480. (3) The reactants are [CH2:1]([O:3][C:4](=[O:17])[C:5]([O:8][C:9]1[CH:14]=[CH:13][C:12]([OH:15])=[CH:11][C:10]=1[CH3:16])([CH3:7])[CH3:6])[CH3:2].[CH3:18][N:19]1[C:23]([CH2:24]O)=[CH:22][C:21]([C:26]2[CH:31]=[CH:30][C:29]([O:32][C:33]([F:36])([F:35])[F:34])=[CH:28][CH:27]=2)=[N:20]1.C(P(CCCC)CCCC)CCC.CN(C)C(N=NC(N(C)C)=O)=O. The catalyst is O1CCCC1. The product is [CH2:1]([O:3][C:4](=[O:17])[C:5]([CH3:6])([O:8][C:9]1[CH:14]=[CH:13][C:12]([O:15][CH2:24][C:23]2[N:19]([CH3:18])[N:20]=[C:21]([C:26]3[CH:27]=[CH:28][C:29]([O:32][C:33]([F:35])([F:34])[F:36])=[CH:30][CH:31]=3)[CH:22]=2)=[CH:11][C:10]=1[CH3:16])[CH3:7])[CH3:2]. The yield is 0.750. (4) The reactants are [CH2:1]([NH:3][C:4]1[S:5][C@H:6]2[O:12][C@H:11]([CH2:13]O)[C@@H:10]([OH:15])[C@H:9]([OH:16])[C@H:7]2[N:8]=1)[CH3:2].C1(P(C2C=CC=CC=2)C2C=CC=CC=2)C=CC=CC=1.C(OCC(/N=N\C(OC(C)C)=O)=O)(C)C.P([N:67]=[N+:68]=[N-:69])(OC1C=CC=CC=1)(OC1C=CC=CC=1)=O. The catalyst is O1CCCC1. The product is [N:67]([CH2:13][C@H:11]1[O:12][C@H:6]2[C@H:7]([N:8]=[C:4]([NH:3][CH2:1][CH3:2])[S:5]2)[C@@H:9]([OH:16])[C@@H:10]1[OH:15])=[N+:68]=[N-:69]. The yield is 0.810. (5) The reactants are [N+:1]([C:4]1[C:5]([NH:10][C:11]2[CH:12]=[C:13]([CH3:17])[CH:14]=[CH:15][CH:16]=2)=[N:6][CH:7]=[CH:8][CH:9]=1)([O-])=O. The catalyst is CCOC(C)=O. The product is [C:13]1([CH3:17])[CH:14]=[CH:15][CH:16]=[C:11]([NH:10][C:5]2[C:4]([NH2:1])=[CH:9][CH:8]=[CH:7][N:6]=2)[CH:12]=1. The yield is 0.940. (6) The yield is 0.590. The reactants are C([O:3][C:4](=O)[CH:5]=[C:6]([C:13]1[CH:14]=[C:15]2[C:19](=[C:20]([F:22])[CH:21]=1)[NH:18][CH:17]=[CH:16]2)[C:7]1[CH:12]=[CH:11][CH:10]=[CH:9][CH:8]=1)C.C(OC(=O)C=C(C1C=CC=C2C=1C(C#N)=[CH:39][NH:40]2)C1C=CC=CC=1)C. The product is [F:22][C:20]1[CH:21]=[C:13]([C:6]([C:7]2[CH:12]=[CH:11][CH:10]=[CH:9][CH:8]=2)=[CH:5][C:4]([NH:40][CH3:39])=[O:3])[CH:14]=[C:15]2[C:19]=1[NH:18][CH:17]=[CH:16]2. No catalyst specified.